From a dataset of Full USPTO retrosynthesis dataset with 1.9M reactions from patents (1976-2016). Predict the reactants needed to synthesize the given product. (1) The reactants are: C([Mg]Cl)(C)C.Br[C:7]1[CH:12]=[CH:11][C:10]([F:13])=[CH:9][N:8]=1.[CH3:14][C:15]1[C:19]([C:20]2[CH:21]=[C:22]([CH:39]([C:41]3[CH:46]=[CH:45][C:44]([F:47])=[CH:43][N:42]=3)[OH:40])[C:23]3[N:27]=[C:26]([O:28]CC)[N:25](C(OC(C)(C)C)=O)[C:24]=3[CH:38]=2)=[C:18]([CH3:48])[O:17][N:16]=1.Cl. Given the product [F:13][C:10]1[CH:11]=[CH:12][C:7]([C:39]([C:41]2[CH:46]=[CH:45][C:44]([F:47])=[CH:43][N:42]=2)([OH:40])[C:22]2[C:23]3[NH:27][C:26](=[O:28])[NH:25][C:24]=3[CH:38]=[C:20]([C:19]3[C:15]([CH3:14])=[N:16][O:17][C:18]=3[CH3:48])[CH:21]=2)=[N:8][CH:9]=1, predict the reactants needed to synthesize it. (2) Given the product [Cl:25][C:11]1[CH:12]=[C:13]2[C:18](=[CH:19][CH:20]=1)[CH:17]=[C:16]([C:21]([OH:23])=[O:22])[CH:15]=[CH:14]2, predict the reactants needed to synthesize it. The reactants are: N([O-])=O.[Na+].S(=O)(=O)(O)O.N[C:11]1[CH:12]=[C:13]2[C:18](=[CH:19][CH:20]=1)[CH:17]=[C:16]([C:21]([OH:23])=[O:22])[CH:15]=[CH:14]2.O.[ClH:25].